This data is from CYP1A2 inhibition data for predicting drug metabolism from PubChem BioAssay. The task is: Regression/Classification. Given a drug SMILES string, predict its absorption, distribution, metabolism, or excretion properties. Task type varies by dataset: regression for continuous measurements (e.g., permeability, clearance, half-life) or binary classification for categorical outcomes (e.g., BBB penetration, CYP inhibition). Dataset: cyp1a2_veith. (1) The compound is CCOC(=O)CCN1C(=O)[C@H]2CC[C@@H]3/C(=N\OCC(C)C)C[C@@H](O)[C@@H](O)[C@@H]3[C@@H]2C1=O. The result is 0 (non-inhibitor). (2) The compound is Cc1cccc(NC(=S)N2CCC(N(C)CC3CCCO3)CC2)c1C. The result is 0 (non-inhibitor).